This data is from Reaction yield outcomes from USPTO patents with 853,638 reactions. The task is: Predict the reaction yield, written as a fraction of the theoretical maximum amount of product (1.0 means a 100% yield; for example, 0.34 means a 34% yield). (1) The reactants are [CH3:1][N:2]1[C:10]2[C@@:9]3([CH3:14])[C:11]([CH3:13])([CH3:12])[C@H:6]([CH2:7][CH2:8]3)[C:5]=2[C:4](=[O:15])[NH:3]1.Br[CH2:17][C:18]1[C:19]2[CH:26]=[C:25]([Cl:27])[CH:24]=[CH:23][C:20]=2[S:21][CH:22]=1. The catalyst is CN(C)C=O. The product is [Cl:27][C:25]1[CH:24]=[CH:23][C:20]2[S:21][CH:22]=[C:18]([CH2:17][N:3]3[C:4](=[O:15])[C:5]4[C@@H:6]5[C:11]([CH3:12])([CH3:13])[C@@:9]([CH3:14])([CH2:8][CH2:7]5)[C:10]=4[N:2]3[CH3:1])[C:19]=2[CH:26]=1. The yield is 0.740. (2) The reactants are Br[C:2]1[CH:7]=[CH:6][N:5]=[C:4]2[N:8]([S:11]([C:14]3[CH:20]=[CH:19][C:17]([CH3:18])=[CH:16][CH:15]=3)(=[O:13])=[O:12])[CH:9]=[CH:10][C:3]=12.[B:21]1([B:21]2[O:25][C:24]([CH3:27])([CH3:26])[C:23]([CH3:29])([CH3:28])[O:22]2)[O:25][C:24]([CH3:27])([CH3:26])[C:23]([CH3:29])([CH3:28])[O:22]1.C([O-])(=O)C.[K+].[OH-].[Na+]. The catalyst is CN(C=O)C.C1C=CC(P(C2C=CC=CC=2)[C-]2C=CC=C2)=CC=1.C1C=CC(P(C2C=CC=CC=2)[C-]2C=CC=C2)=CC=1.Cl[Pd]Cl.[Fe+2]. The product is [CH3:28][C:23]1([CH3:29])[C:24]([CH3:27])([CH3:26])[O:25][B:21]([C:2]2[CH:7]=[CH:6][N:5]=[C:4]3[N:8]([S:11]([C:14]4[CH:20]=[CH:19][C:17]([CH3:18])=[CH:16][CH:15]=4)(=[O:13])=[O:12])[CH:9]=[CH:10][C:3]=23)[O:22]1. The yield is 0.430. (3) The reactants are [Br:1][C:2]1[CH:8]=[C:7]([N+:9]([O-])=O)[C:5]([NH2:6])=[C:4]([F:12])[CH:3]=1.[Cl-].[NH4+]. The catalyst is C1COCC1.CCO.O.[Fe]. The product is [Br:1][C:2]1[CH:8]=[C:7]([NH2:9])[C:5]([NH2:6])=[C:4]([F:12])[CH:3]=1. The yield is 0.990. (4) The product is [CH3:25][C:20]1([CH3:26])[C:21]([CH3:24])([CH3:23])[O:22][B:18]([C:2]2[CH:3]=[N:4][N:5]([C:7]3[CH:8]=[N:9][CH:10]=[CH:11][CH:12]=3)[CH:6]=2)[O:19]1. The catalyst is CN(C)C=O.CCOCC.C1C=CC(P(C2C=CC=CC=2)[C-]2C=CC=C2)=CC=1.C1C=CC(P(C2C=CC=CC=2)[C-]2C=CC=C2)=CC=1.Cl[Pd]Cl.[Fe+2]. The reactants are Br[C:2]1[CH:3]=[N:4][N:5]([C:7]2[CH:8]=[N:9][CH:10]=[CH:11][CH:12]=2)[CH:6]=1.C([O-])(=O)C.[K+].[B:18]1([B:18]2[O:22][C:21]([CH3:24])([CH3:23])[C:20]([CH3:26])([CH3:25])[O:19]2)[O:22][C:21]([CH3:24])([CH3:23])[C:20]([CH3:26])([CH3:25])[O:19]1. The yield is 0.240. (5) The yield is 0.790. The product is [CH2:13]([C@H:11]1[CH2:12][NH:8][CH2:9][C@H:10]1[C:15]([O:17][CH2:18][CH3:19])=[O:16])[CH3:14]. The catalyst is CCO. The reactants are C([N:8]1[CH2:12][C@H:11]([CH2:13][CH3:14])[C@H:10]([C:15]([O:17][CH2:18][CH3:19])=[O:16])[CH2:9]1)C1C=CC=CC=1. (6) The reactants are [NH2:1][C@@H:2]1[CH2:6][CH2:5][N:4]([C:7]2[N:12]=[CH:11][C:10]([N:13]([CH3:33])[C:14](=[O:32])[C:15]([C:18]3[CH:23]=[C:22]([C:24]([F:27])([F:26])[F:25])[CH:21]=[C:20]([C:28]([F:31])([F:30])[F:29])[CH:19]=3)([CH3:17])[CH3:16])=[C:9]([C:34]3[CH:39]=[CH:38][C:37]([F:40])=[CH:36][C:35]=3[CH3:41])[CH:8]=2)[CH2:3]1.C(N(CC)C(C)C)(C)C.[CH3:51][S:52](Cl)(=[O:54])=[O:53]. The catalyst is ClCCl.CN(C1C=CN=CC=1)C. The product is [F:27][C:24]([F:25])([F:26])[C:22]1[CH:23]=[C:18]([C:15]([CH3:16])([CH3:17])[C:14]([N:13]([C:10]2[CH:11]=[N:12][C:7]([N:4]3[CH2:5][CH2:6][C@@H:2]([NH:1][S:52]([CH3:51])(=[O:54])=[O:53])[CH2:3]3)=[CH:8][C:9]=2[C:34]2[CH:39]=[CH:38][C:37]([F:40])=[CH:36][C:35]=2[CH3:41])[CH3:33])=[O:32])[CH:19]=[C:20]([C:28]([F:29])([F:30])[F:31])[CH:21]=1. The yield is 0.880. (7) The reactants are [NH:1]1[C:5]2[CH:6]=[CH:7][C:8]([C:10]3[O:11][C:12]4[C:17]([C:18](=[O:20])[CH:19]=3)=[CH:16][CH:15]=[C:14]([O:21]C)[C:13]=4[O:23]C)=[CH:9][C:4]=2[N:3]=[CH:2]1.C(=O)(O)[O-].[Na+].[NH:30]1[C:34]2[CH:35]=[CH:36][C:37]([C:39]3[O:40][C:41]4[C:46]([C:47](=[O:49])[CH:48]=3)=[CH:45][CH:44]=[C:43]([O:50][CH3:51])[C:42]=4[OH:52])=[CH:38][C:33]=2[N:32]=[CH:31]1. The catalyst is Br. The product is [NH:1]1[C:5]2[CH:6]=[CH:7][C:8]([C:10]3[O:11][C:12]4[C:17]([C:18](=[O:20])[CH:19]=3)=[CH:16][CH:15]=[C:14]([OH:21])[C:13]=4[OH:23])=[CH:9][C:4]=2[N:3]=[CH:2]1.[NH:30]1[C:34]2[CH:35]=[CH:36][C:37]([C:39]3[O:40][C:41]4[C:46]([C:47](=[O:49])[CH:48]=3)=[CH:45][CH:44]=[C:43]([O:50][CH3:51])[C:42]=4[OH:52])=[CH:38][C:33]=2[N:32]=[CH:31]1. The yield is 0.270. (8) The reactants are [CH2:1]([O:3][C:4]([C:6]1[CH2:13][C:9]2([CH2:12][CH2:11][CH2:10]2)[O:8][N:7]=1)=[O:5])[CH3:2].CSC.B. The catalyst is O1CCCC1. The product is [CH2:1]([O:3][C:4]([CH:6]1[CH2:13][C:9]2([CH2:10][CH2:11][CH2:12]2)[O:8][NH:7]1)=[O:5])[CH3:2]. The yield is 0.290.